Dataset: Experimentally validated miRNA-target interactions with 360,000+ pairs, plus equal number of negative samples. Task: Binary Classification. Given a miRNA mature sequence and a target amino acid sequence, predict their likelihood of interaction. (1) The miRNA is hsa-miR-5189-3p with sequence UGCCAACCGUCAGAGCCCAGA. The protein sequence of the target gene is MAHRFPALTQEQKKELSEIAQSIVANGKGILAADESVGTMGNRLQRIKVENTEENRRQFREILFSVDSSINQSIGGVILFHETLYQKDSQGKLFRNILKEKGIVVGIKLDQGGAPLAGTNKETTIQGLDGLSERCAQYKKDGVDFGKWRAVLRIADQCPSSLAIQENANALARYASICQQNGLVPIVEPEVIPDGDHDLEHCQYVTEKVLAAVYKALNDHHVYLEGTLLKPNMVTAGHACTKKYTPEQVAMATVTALHRTVPAAVPGICFLSGGMSEEDATLNLNAINLCPLPKPWKLSF.... Result: 0 (no interaction). (2) The miRNA is hsa-miR-134-5p with sequence UGUGACUGGUUGACCAGAGGGG. The protein sequence of the target gene is MAADKPADQGAEKHEGTGQSSGITDQEKELSTNAFQAFTSGNYDACLQHLACLQDINKDDYKIILNTAVAEFFKSNQTTTDNLRQTLNQLKNQVHSAVEEMDGLDDVENSMLYYNQAVILYHLRQYTEAISVGEKLYQFIEPFEEKFAQAVCFLLVDLYILTYQAEKALHLLAVLEKMISQGNNNKNGKNETGNNNNKDGSNHKAESGALIEAAKSKIHQYKVRAYIQMKSLKACKREIKSVMNTAGNSAPSLFLKSNFEYLRGNYRKAVKLLNSSNIAEHPGFMKTGECLRCMFWNNLG.... Result: 0 (no interaction).